From a dataset of Cav3 T-type calcium channel HTS with 100,875 compounds. Binary Classification. Given a drug SMILES string, predict its activity (active/inactive) in a high-throughput screening assay against a specified biological target. (1) The compound is S(c1c([nH]c2c(c1=O)cccc2OC)C)C(F)(F)C(F)C(F)(F)F. The result is 0 (inactive). (2) The molecule is O\N=C(\CC(c1ccccc1)(C)C)CC. The result is 0 (inactive). (3) The molecule is O=c1n(n(c(c1Nc1n2c(nc3c2cccc3)c(c(c1)CCC)C#N)C)C)c1ccccc1. The result is 0 (inactive). (4) The drug is O1CCN(CC1)C(=O)Cn1nc(nn1)c1cc(OC)c(OC)c(OC)c1. The result is 0 (inactive). (5) The molecule is Fc1cc(C(=O)c2cc(c(oc2)=N)C(OCC)=O)c(O)cc1. The result is 0 (inactive). (6) The drug is O1C2(OCC1)c1c3N(C(CC(c3cc(OCC)c1)C)(C)C)C2=O. The result is 0 (inactive). (7) The drug is Clc1c(Oc2ccc(S(=O)(=O)NC(C)(C)C)cc2)ncc(c1)C(F)(F)F. The result is 0 (inactive).